From a dataset of Full USPTO retrosynthesis dataset with 1.9M reactions from patents (1976-2016). Predict the reactants needed to synthesize the given product. (1) Given the product [NH2:9][C:5]1[CH:4]=[CH:3][C:2]([Br:1])=[CH:7][C:6]=1[NH:8][C:18](=[O:19])[C:17]1[CH:21]=[CH:22][C:14]([O:13][CH3:12])=[CH:15][CH:16]=1, predict the reactants needed to synthesize it. The reactants are: [Br:1][C:2]1[CH:3]=[CH:4][C:5]([N+:9]([O-])=O)=[C:6]([NH2:8])[CH:7]=1.[CH3:12][O:13][C:14]1[CH:22]=[CH:21][C:17]([C:18](Cl)=[O:19])=[CH:16][CH:15]=1. (2) The reactants are: CO[C:3](=[O:27])[C:4]([C:17](=[O:26])[C:18]1[CH:23]=[CH:22][C:21]([CH3:24])=[C:20]([CH3:25])[CH:19]=1)=[CH:5][NH:6][C:7]1[CH:12]=[CH:11][C:10]([C:13]([F:16])([F:15])[F:14])=[CH:9][CH:8]=1.CCCCCC. Given the product [CH3:25][C:20]1[CH:19]=[C:18]([CH:23]=[CH:22][C:21]=1[CH3:24])[C:17]([C:4]1[C:3](=[O:27])[C:12]2[C:7](=[CH:8][CH:9]=[C:10]([C:13]([F:16])([F:14])[F:15])[CH:11]=2)[NH:6][CH:5]=1)=[O:26], predict the reactants needed to synthesize it. (3) Given the product [Si:1]([O:8][CH2:9][CH2:10][N:11]1[N:27]=[CH:26][C:25]2[NH:24][C:23](=[O:28])[C@H:22]([CH3:29])[CH2:21][CH2:20][CH2:19][C@H:18]([NH:30][C:31](=[O:37])[O:32][C:33]([CH3:36])([CH3:35])[CH3:34])[C:17]3[CH:38]=[C:13]([CH:14]=[CH:15][N:16]=3)[C:12]1=2)([C:4]([CH3:6])([CH3:7])[CH3:5])([CH3:3])[CH3:2], predict the reactants needed to synthesize it. The reactants are: [Si:1]([O:8][CH2:9][CH2:10][N:11]1[N:27]=[CH:26][C:25]2[NH:24][C:23](=[O:28])[C@H:22]([CH3:29])[CH:21]=[CH:20][CH2:19][C@H:18]([NH:30][C:31](=[O:37])[O:32][C:33]([CH3:36])([CH3:35])[CH3:34])[C:17]3[CH:38]=[C:13]([CH:14]=[CH:15][N:16]=3)[C:12]1=2)([C:4]([CH3:7])([CH3:6])[CH3:5])([CH3:3])[CH3:2]. (4) Given the product [OH:1][C:2]1[CH:8]=[C:7]([C:9]([O:11][CH3:12])=[O:10])[CH:6]=[CH:5][C:3]=1[NH:4][C:26]([NH:25][C:20]1[CH:21]=[CH:22][CH:23]=[CH:24][C:19]=1[C:13]1[CH:18]=[CH:17][CH:16]=[CH:15][CH:14]=1)=[O:27], predict the reactants needed to synthesize it. The reactants are: [OH:1][C:2]1[CH:8]=[C:7]([C:9]([O:11][CH3:12])=[O:10])[CH:6]=[CH:5][C:3]=1[NH2:4].[C:13]1([C:19]2[CH:24]=[CH:23][CH:22]=[CH:21][C:20]=2[N:25]=[C:26]=[O:27])[CH:18]=[CH:17][CH:16]=[CH:15][CH:14]=1. (5) Given the product [NH2:8][C:7]1[C:2]([CH3:1])=[CH:3][C:4]([O:11][C:12]2[CH:13]=[CH:14][C:15]([CH2:18][CH2:19][C:20]([N:22]3[CH2:23][CH2:24][N:25]([CH2:28][C:29]4[CH:37]=[CH:36][C:35]5[O:34][CH2:33][O:32][C:31]=5[CH:30]=4)[CH2:26][CH2:27]3)=[O:21])=[CH:16][CH:17]=2)=[N:5][CH:6]=1, predict the reactants needed to synthesize it. The reactants are: [CH3:1][C:2]1[C:7]([N+:8]([O-])=O)=[CH:6][N:5]=[C:4]([O:11][C:12]2[CH:17]=[CH:16][C:15]([CH2:18][CH2:19][C:20]([N:22]3[CH2:27][CH2:26][N:25]([CH2:28][C:29]4[CH:37]=[CH:36][C:35]5[O:34][CH2:33][O:32][C:31]=5[CH:30]=4)[CH2:24][CH2:23]3)=[O:21])=[CH:14][CH:13]=2)[CH:3]=1.C(O)C. (6) Given the product [CH3:32][N:33]1[CH:37]=[C:36]([S:38]([N:12]2[CH2:13][CH2:14][CH:9]([C:7]([C:4]3[CH:3]=[CH:2][CH:1]=[CH:6][N:5]=3)=[O:8])[CH2:10][CH2:11]2)(=[O:40])=[O:39])[N:35]=[CH:34]1, predict the reactants needed to synthesize it. The reactants are: [N:1]1[CH:6]=[CH:5][C:4]([C:7]([CH:9]2[CH2:14][CH2:13][CH2:12][CH2:11][N:10]2C(OC(C)(C)C)=O)=[O:8])=[CH:3][CH:2]=1.Cl.CCN(C(C)C)C(C)C.[CH3:32][N:33]1[CH:37]=[C:36]([S:38](Cl)(=[O:40])=[O:39])[N:35]=[CH:34]1. (7) Given the product [O:15]1[CH:16]=[CH:17][CH:18]=[C:14]1[C:2]1[CH:8]=[CH:7][CH:6]=[CH:5][C:3]=1[NH2:4], predict the reactants needed to synthesize it. The reactants are: I[C:2]1[CH:8]=[CH:7][CH:6]=[CH:5][C:3]=1[NH2:4].C([Sn](CCCC)(CCCC)[C:14]1[O:15][CH:16]=[CH:17][CH:18]=1)CCC.